Dataset: Catalyst prediction with 721,799 reactions and 888 catalyst types from USPTO. Task: Predict which catalyst facilitates the given reaction. (1) Reactant: C(OC(=O)[NH:7][C:8]1[CH:16]=[C:15]2[C:11]([CH:12]=[C:13]([C:17]3[C:18]([O:24][CH3:25])=[N:19][CH:20]=[CH:21][C:22]=3[I:23])[NH:14]2)=[CH:10][CH:9]=1)(C)(C)C.FC(F)(F)C(O)=O. Product: [I:23][C:22]1[CH:21]=[CH:20][N:19]=[C:18]([O:24][CH3:25])[C:17]=1[C:13]1[NH:14][C:15]2[C:11]([CH:12]=1)=[CH:10][CH:9]=[C:8]([NH2:7])[CH:16]=2. The catalyst class is: 2. (2) Reactant: [CH:1]1([C:4]2[C:13]([C:14](OC)=[O:15])=[C:12]([C:18]3[CH:23]=[CH:22][C:21]([F:24])=[CH:20][CH:19]=3)[C:11]3[C:6](=[CH:7][CH:8]=[CH:9][CH:10]=3)[N:5]=2)[CH2:3][CH2:2]1.CC(C[AlH]CC(C)C)C. Product: [CH:1]1([C:4]2[C:13]([CH2:14][OH:15])=[C:12]([C:18]3[CH:23]=[CH:22][C:21]([F:24])=[CH:20][CH:19]=3)[C:11]3[C:6](=[CH:7][CH:8]=[CH:9][CH:10]=3)[N:5]=2)[CH2:2][CH2:3]1. The catalyst class is: 11. (3) Reactant: C([O:8][C:9]1[CH:14]=[CH:13][C:12]([CH2:15][N:16]([C:32]2[CH:37]=[CH:36][C:35]([CH:38]([CH3:40])[CH3:39])=[CH:34][CH:33]=2)[C:17]([NH:19][C:20]2[C:25]([CH:26]([CH3:28])[CH3:27])=[CH:24][CH:23]=[CH:22][C:21]=2[CH:29]([CH3:31])[CH3:30])=[O:18])=[CH:11][CH:10]=1)C1C=CC=CC=1.C([O-])=O.[NH4+]. Product: [CH:26]([C:25]1[CH:24]=[CH:23][CH:22]=[C:21]([CH:29]([CH3:30])[CH3:31])[C:20]=1[NH:19][C:17](=[O:18])[N:16]([CH2:15][C:12]1[CH:11]=[CH:10][C:9]([OH:8])=[CH:14][CH:13]=1)[C:32]1[CH:37]=[CH:36][C:35]([CH:38]([CH3:40])[CH3:39])=[CH:34][CH:33]=1)([CH3:27])[CH3:28]. The catalyst class is: 19. (4) Reactant: [NH:1]1[C:5]2=[N:6][CH:7]=[CH:8][CH:9]=[C:4]2[CH:3]=[C:2]1[C:10]([O:12][CH3:13])=[O:11].[H-].[Na+].[CH3:16][Si:17]([CH2:20][CH2:21][O:22][CH2:23]Cl)([CH3:19])[CH3:18].O. Product: [CH3:16][Si:17]([CH3:19])([CH3:18])[CH2:20][CH2:21][O:22][CH2:23][N:1]1[C:5]2=[N:6][CH:7]=[CH:8][CH:9]=[C:4]2[CH:3]=[C:2]1[C:10]([O:12][CH3:13])=[O:11]. The catalyst class is: 1.